This data is from NCI-60 drug combinations with 297,098 pairs across 59 cell lines. The task is: Regression. Given two drug SMILES strings and cell line genomic features, predict the synergy score measuring deviation from expected non-interaction effect. (1) Drug 1: C(=O)(N)NO. Drug 2: CC(C)(C#N)C1=CC(=CC(=C1)CN2C=NC=N2)C(C)(C)C#N. Cell line: HCT116. Synergy scores: CSS=-3.03, Synergy_ZIP=6.89, Synergy_Bliss=11.5, Synergy_Loewe=1.52, Synergy_HSA=1.39. (2) Drug 1: CN(C)C1=NC(=NC(=N1)N(C)C)N(C)C. Drug 2: C1=CC(=CC=C1C#N)C(C2=CC=C(C=C2)C#N)N3C=NC=N3. Cell line: U251. Synergy scores: CSS=-6.47, Synergy_ZIP=0.757, Synergy_Bliss=-4.09, Synergy_Loewe=-6.60, Synergy_HSA=-6.63. (3) Synergy scores: CSS=2.81, Synergy_ZIP=0.896, Synergy_Bliss=0.603, Synergy_Loewe=-2.05, Synergy_HSA=-0.563. Cell line: OVCAR-4. Drug 2: C1CC(=O)NC(=O)C1N2C(=O)C3=CC=CC=C3C2=O. Drug 1: COC1=CC(=CC(=C1O)OC)C2C3C(COC3=O)C(C4=CC5=C(C=C24)OCO5)OC6C(C(C7C(O6)COC(O7)C8=CC=CS8)O)O. (4) Drug 1: CNC(=O)C1=CC=CC=C1SC2=CC3=C(C=C2)C(=NN3)C=CC4=CC=CC=N4. Drug 2: C1CN(P(=O)(OC1)NCCCl)CCCl. Cell line: M14. Synergy scores: CSS=-7.28, Synergy_ZIP=3.00, Synergy_Bliss=-1.85, Synergy_Loewe=-5.67, Synergy_HSA=-6.35. (5) Drug 1: CC1=C2C(C(=O)C3(C(CC4C(C3C(C(C2(C)C)(CC1OC(=O)C(C(C5=CC=CC=C5)NC(=O)C6=CC=CC=C6)O)O)OC(=O)C7=CC=CC=C7)(CO4)OC(=O)C)O)C)OC(=O)C. Drug 2: CC(C)CN1C=NC2=C1C3=CC=CC=C3N=C2N. Cell line: HOP-92. Synergy scores: CSS=19.6, Synergy_ZIP=-1.12, Synergy_Bliss=3.78, Synergy_Loewe=2.19, Synergy_HSA=2.27. (6) Drug 1: C1C(C(OC1N2C=NC3=C(N=C(N=C32)Cl)N)CO)O. Drug 2: C1C(C(OC1N2C=NC3=C2NC=NCC3O)CO)O. Cell line: OVCAR-8. Synergy scores: CSS=46.9, Synergy_ZIP=1.18, Synergy_Bliss=-0.282, Synergy_Loewe=-16.9, Synergy_HSA=-0.772. (7) Drug 1: CC1=C(C(=O)C2=C(C1=O)N3CC4C(C3(C2COC(=O)N)OC)N4)N. Drug 2: C1CCC(C(C1)N)N.C(=O)(C(=O)[O-])[O-].[Pt+4]. Cell line: DU-145. Synergy scores: CSS=-5.27, Synergy_ZIP=-6.83, Synergy_Bliss=-16.2, Synergy_Loewe=-28.8, Synergy_HSA=-24.7. (8) Drug 1: CC(CN1CC(=O)NC(=O)C1)N2CC(=O)NC(=O)C2. Drug 2: C1=C(C(=O)NC(=O)N1)N(CCCl)CCCl. Cell line: MDA-MB-435. Synergy scores: CSS=10.2, Synergy_ZIP=-3.61, Synergy_Bliss=0.936, Synergy_Loewe=-2.15, Synergy_HSA=-0.741. (9) Synergy scores: CSS=19.3, Synergy_ZIP=-7.35, Synergy_Bliss=-1.28, Synergy_Loewe=1.12, Synergy_HSA=2.46. Cell line: MDA-MB-231. Drug 1: C(CC(=O)O)C(=O)CN.Cl. Drug 2: C1CCC(C(C1)N)N.C(=O)(C(=O)[O-])[O-].[Pt+4].